From a dataset of Full USPTO retrosynthesis dataset with 1.9M reactions from patents (1976-2016). Predict the reactants needed to synthesize the given product. (1) Given the product [CH3:12][S:13][C:14]1[CH:21]=[CH:20][C:17]([CH2:18][CH:4]([C:5](=[O:6])[CH3:7])[C:3]([O:9][CH2:10][CH3:11])=[O:8])=[CH:16][CH:15]=1, predict the reactants needed to synthesize it. The reactants are: [H-].[Na+].[C:3]([O:9][CH2:10][CH3:11])(=[O:8])[CH2:4][C:5]([CH3:7])=[O:6].[CH3:12][S:13][C:14]1[CH:21]=[CH:20][C:17]([CH2:18]Br)=[CH:16][CH:15]=1. (2) The reactants are: [CH3:1][O:2][C:3]1[CH:8]=[CH:7][C:6]([NH:9][C:10](=[NH:19])[C:11]2[CH:16]=[CH:15][C:14]([O:17][CH3:18])=[CH:13][CH:12]=2)=[CH:5][CH:4]=1.Cl[CH:21]=[CH:22][C:23]#[N:24].C(N(CC)C(C)C)(C)C. Given the product [C:23]([CH:22]1[CH2:21][N:9]([C:6]2[CH:5]=[CH:4][C:3]([O:2][CH3:1])=[CH:8][CH:7]=2)[C:10]([C:11]2[CH:16]=[CH:15][C:14]([O:17][CH3:18])=[CH:13][CH:12]=2)=[N:19]1)#[N:24], predict the reactants needed to synthesize it. (3) Given the product [I:13][C:14]1[CH:19]=[CH:18][C:17]2[N:20]=[C:10]([CH2:9][NH:8][C:1](=[O:2])[O:3][C:4]([CH3:7])([CH3:6])[CH3:5])[NH:21][C:16]=2[CH:15]=1, predict the reactants needed to synthesize it. The reactants are: [C:1]([NH:8][CH2:9][C:10](O)=O)([O:3][C:4]([CH3:7])([CH3:6])[CH3:5])=[O:2].[I:13][C:14]1[CH:15]=[C:16]([NH2:21])[C:17]([NH2:20])=[CH:18][CH:19]=1.C(O)(=O)C.O. (4) Given the product [F:16][C:15]([F:18])([F:17])[C:65]([OH:66])=[O:34].[Cl:1][C:2]1[CH:3]=[C:4]([NH:19][C:20]2[C:30]3[CH:29]=[C:28]([C:31]([NH:62][CH2:56][C:57]4[O:61][CH:60]=[CH:59][CH:58]=4)=[O:32])[CH2:27][CH2:26][NH:25][C:24]=3[N:23]=[CH:22][N:21]=2)[CH:5]=[CH:6][C:7]=1[O:8][C:9]1[CH:14]=[CH:13][CH:12]=[C:11]([C:15]([F:17])([F:18])[F:16])[CH:10]=1, predict the reactants needed to synthesize it. The reactants are: [Cl:1][C:2]1[CH:3]=[C:4]([NH:19][C:20]2[C:30]3[CH:29]=[C:28]([C:31](O)=[O:32])[CH2:27][CH2:26][NH:25][C:24]=3[N:23]=[CH:22][N:21]=2)[CH:5]=[CH:6][C:7]=1[O:8][C:9]1[CH:14]=[CH:13][CH:12]=[C:11]([C:15]([F:18])([F:17])[F:16])[CH:10]=1.[OH:34]N1C2C=CC=CC=2N=N1.Cl.C(N=C=NCCCN(C)C)C.[CH2:56]([NH2:62])[C:57]1[O:61][CH:60]=[CH:59][CH:58]=1.CN(C)[CH:65]=[O:66]. (5) Given the product [N:22]1[N:23]([C:31]2[CH:36]=[C:35]([CH3:37])[CH:34]=[CH:33][C:32]=2[O:38][CH2:2][C:3]([C:5]2[CH:10]=[C:9]([C:11]([CH3:14])([CH3:13])[CH3:12])[C:8]([OH:15])=[C:7]([C:16]([CH3:19])([CH3:18])[CH3:17])[CH:6]=2)=[O:4])[N:24]=[C:25]2[CH:30]=[CH:29][CH:28]=[CH:27][C:26]=12, predict the reactants needed to synthesize it. The reactants are: Br[CH2:2][C:3]([C:5]1[CH:10]=[C:9]([C:11]([CH3:14])([CH3:13])[CH3:12])[C:8]([OH:15])=[C:7]([C:16]([CH3:19])([CH3:18])[CH3:17])[CH:6]=1)=[O:4].[OH-].[K+].[N:22]1[N:23]([C:31]2[CH:36]=[C:35]([CH3:37])[CH:34]=[CH:33][C:32]=2[O-:38])[N:24]=[C:25]2[CH:30]=[CH:29][CH:28]=[CH:27][C:26]=12. (6) The reactants are: Cl.C([N:5]1[C:18]2[C:13](=[CH:14][CH:15]=[CH:16][CH:17]=2)[C:7]2([CH2:12][CH2:11][NH:10][CH2:9][CH2:8]2)[CH2:6]1)(=O)C.FC(F)(F)S(O[CH2:25][C:26]([F:29])([F:28])[F:27])(=O)=O.C(N(CC)CC)C. Given the product [F:27][C:26]([F:29])([F:28])[CH2:25][N:10]1[CH2:9][CH2:8][C:7]2([C:13]3[C:18](=[CH:17][CH:16]=[CH:15][CH:14]=3)[NH:5][CH2:6]2)[CH2:12][CH2:11]1, predict the reactants needed to synthesize it. (7) The reactants are: [NH2:1][C:2]1[CH:7]=[CH:6][CH:5]=[CH:4][N:3]=1.C(=O)([O-])O.[Na+].[CH3:13][O:14][CH2:15][N:16]1[C:21]2[CH:22]=[C:23]([C:26]([CH2:28]Br)=[O:27])[CH:24]=[CH:25][C:20]=2[S:19][C:18]2[N:30]=[CH:31][CH:32]=[N:33][C:17]1=2. Given the product [N:3]1[CH:4]=[CH:5][CH:6]=[CH:7][C:2]=1[NH:1][CH2:28][C:26]([C:23]1[CH:24]=[CH:25][C:20]2[S:19][C:18]3[N:30]=[CH:31][CH:32]=[N:33][C:17]=3[N:16]([CH2:15][O:14][CH3:13])[C:21]=2[CH:22]=1)=[O:27], predict the reactants needed to synthesize it. (8) Given the product [F:1][C:2]1[CH:3]=[C:4]2[C:9](=[CH:10][CH:11]=1)[N:8]=[C:7]([C:12]1[CH:17]=[CH:16][CH:15]=[CH:14][C:13]=1[O:18][C:29](=[O:31])[CH3:30])[N:6]([CH2:19][CH2:20][C:21]1[CH:26]=[CH:25][CH:24]=[C:23]([F:27])[CH:22]=1)[C:5]2=[O:28], predict the reactants needed to synthesize it. The reactants are: [F:1][C:2]1[CH:3]=[C:4]2[C:9](=[CH:10][CH:11]=1)[N:8]=[C:7]([C:12]1[CH:17]=[CH:16][CH:15]=[CH:14][C:13]=1[OH:18])[N:6]([CH2:19][CH2:20][C:21]1[CH:26]=[CH:25][CH:24]=[C:23]([F:27])[CH:22]=1)[C:5]2=[O:28].[C:29](OC(=O)C)(=[O:31])[CH3:30]. (9) Given the product [CH2:1]([O:8][C:9]([NH:11][CH2:12][CH2:13][O:14][NH2:15])=[O:10])[C:2]1[CH:3]=[CH:4][CH:5]=[CH:6][CH:7]=1, predict the reactants needed to synthesize it. The reactants are: [CH2:1]([O:8][C:9]([NH:11][CH2:12][CH2:13][O:14][N:15]1C(=O)C2=CC=CC=C2C1=O)=[O:10])[C:2]1[CH:7]=[CH:6][CH:5]=[CH:4][CH:3]=1.O1CCCC1.